From a dataset of M1 muscarinic receptor antagonist screen with 61,756 compounds. Binary Classification. Given a drug SMILES string, predict its activity (active/inactive) in a high-throughput screening assay against a specified biological target. (1) The drug is S1c2n(c(=O)c(C(=O)N(C3CCCCC3)c3ccccc3)cn2)CC1. The result is 0 (inactive). (2) The result is 0 (inactive). The molecule is S(=O)(=O)(N1CCCCC1)c1cc(ccc1)C(=O)NCCO.